Dataset: Peptide-MHC class II binding affinity with 134,281 pairs from IEDB. Task: Regression. Given a peptide amino acid sequence and an MHC pseudo amino acid sequence, predict their binding affinity value. This is MHC class II binding data. The peptide sequence is MSFVTTQPEALAAAA. The MHC is HLA-DPA10201-DPB10101 with pseudo-sequence HLA-DPA10201-DPB10101. The binding affinity (normalized) is 0.400.